From a dataset of Catalyst prediction with 721,799 reactions and 888 catalyst types from USPTO. Predict which catalyst facilitates the given reaction. (1) Reactant: [O:1]([C:8]1[CH:13]=[CH:12][C:11]([C:14]2[C:18]3[C:19]([NH2:23])=[N:20][CH:21]=[CH:22][C:17]=3[O:16][N:15]=2)=[CH:10][CH:9]=1)[C:2]1[CH:7]=[CH:6][CH:5]=[CH:4][CH:3]=1.[I:24]N1C(=O)CCC1=O. Product: [I:24][C:22]1[C:17]2[O:16][N:15]=[C:14]([C:11]3[CH:10]=[CH:9][C:8]([O:1][C:2]4[CH:7]=[CH:6][CH:5]=[CH:4][CH:3]=4)=[CH:13][CH:12]=3)[C:18]=2[C:19]([NH2:23])=[N:20][CH:21]=1. The catalyst class is: 9. (2) Reactant: [F:1][C:2]([F:20])([C:6]1[CH:11]=[CH:10][CH:9]=[C:8]([CH2:12][N:13]2[CH2:18][CH2:17][N:16]([CH3:19])[CH2:15][CH2:14]2)[CH:7]=1)[C:3]([OH:5])=O.P(Cl)(Cl)(Cl)=O.Cl.[NH2:27][CH2:28][C:29]1[CH:30]=[C:31]2[C:35](=[CH:36][CH:37]=1)[C:34](=[O:38])[N:33]([CH:39]1[CH2:44][CH2:43][C:42](=[O:45])[NH:41][C:40]1=[O:46])[CH2:32]2.C(=O)(O)[O-].[Na+]. Product: [O:46]=[C:40]1[CH:39]([N:33]2[CH2:32][C:31]3[C:35](=[CH:36][CH:37]=[C:29]([CH2:28][NH:27][C:3](=[O:5])[C:2]([F:1])([F:20])[C:6]4[CH:11]=[CH:10][CH:9]=[C:8]([CH2:12][N:13]5[CH2:18][CH2:17][N:16]([CH3:19])[CH2:15][CH2:14]5)[CH:7]=4)[CH:30]=3)[C:34]2=[O:38])[CH2:44][CH2:43][C:42](=[O:45])[NH:41]1. The catalyst class is: 17.